This data is from Full USPTO retrosynthesis dataset with 1.9M reactions from patents (1976-2016). The task is: Predict the reactants needed to synthesize the given product. (1) Given the product [NH2:51][C:8]1([C:4]2[CH:3]=[C:2]([C:17]3[CH:18]=[C:19]4[C:24](=[CH:25][C:16]=3[F:15])[N:23]([CH3:26])[C:22](=[O:27])[CH2:21][CH2:20]4)[CH:7]=[N:6][CH:5]=2)[CH2:9][CH2:10]1, predict the reactants needed to synthesize it. The reactants are: Br[C:2]1[CH:3]=[C:4]([C:8]2(C([O-])=O)[CH2:10][CH2:9]2)[CH:5]=[N:6][CH:7]=1.[K+].[F:15][C:16]1[CH:25]=[C:24]2[C:19]([CH2:20][CH2:21][C:22](=[O:27])[N:23]2[CH3:26])=[CH:18][C:17]=1B1OC(C)(C)C(C)(C)O1.C1(P([N:51]=[N+]=[N-])(C2C=CC=CC=2)=O)C=CC=CC=1.C[Si](C)(C)[O-].[Na+]. (2) Given the product [C:27]([C:41]1[CH:40]=[C:39]([N:38]2[CH2:70][CH2:71][C:66]2=[O:65])[C:74]([O:75][CH3:76])=[C:43]([NH:44][C:18]([C:3]2[N:2]([CH3:1])[C:10]3[C:5]([CH:4]=2)=[CH:6][CH:7]=[CH:8][C:9]=3[O:11][C:12]2[CH:13]=[CH:14][N:15]=[CH:16][CH:17]=2)=[O:20])[CH:42]=1)([CH3:29])([CH3:54])[CH3:28], predict the reactants needed to synthesize it. The reactants are: [CH3:1][N:2]1[C:10]2[C:5](=[CH:6][CH:7]=[CH:8][C:9]=2[O:11][C:12]2[CH:17]=[CH:16][N:15]=[CH:14][CH:13]=2)[CH:4]=[C:3]1[C:18]([OH:20])=O.CCN([CH:27]([CH3:29])[CH3:28])C(C)C.CN(C(O[N:38]1N=N[C:40]2[CH:41]=[CH:42][CH:43]=[N:44][C:39]1=2)=[N+](C)C)C.F[P-](F)(F)(F)(F)F.[CH:54]1C=NC2N(O)N=NC=2C=1.C[O:65][C:66]1[CH:71]=[CH:70]C(N)=CC=1.C[CH2:74][O:75][C:76](C)=O. (3) Given the product [CH2:7]([C@@:14]12[CH2:19][CH2:18][C@:17]([OH:24])([C:20]([F:23])([F:21])[F:22])[CH2:16][C@H:15]1[CH2:25][O:26][CH2:43][C:28]1[CH:29]=[C:30]([C:31]([NH:33][C:34]3[C:35]([CH3:40])=[N:36][CH:37]=[CH:38][CH:39]=3)=[O:32])[CH:41]=[CH:42][C:27]2=1)[C:8]1[CH:13]=[CH:12][CH:11]=[CH:10][CH:9]=1, predict the reactants needed to synthesize it. The reactants are: N1C=CC=CC=1.[CH2:7]([C@@:14]1([C:27]2[CH:42]=[CH:41][C:30]([C:31]([NH:33][C:34]3[C:35]([CH3:40])=[N:36][CH:37]=[CH:38][CH:39]=3)=[O:32])=[CH:29][C:28]=2[CH2:43]O)[CH2:19][CH2:18][C@:17]([OH:24])([C:20]([F:23])([F:22])[F:21])[CH2:16][C@H:15]1[CH2:25][OH:26])[C:8]1[CH:13]=[CH:12][CH:11]=[CH:10][CH:9]=1.C1(C)C=CC(S(Cl)(=O)=O)=CC=1. (4) Given the product [CH3:15][NH:14][CH2:13][CH2:12][CH2:11][N:7]1[CH2:10][CH2:9][CH2:8]1, predict the reactants needed to synthesize it. The reactants are: [H-].[Al+3].[Li+].[H-].[H-].[H-].[N:7]1([C:11](=O)[CH2:12][CH2:13][NH:14][C:15](=O)OC(C)(C)C)[CH2:10][CH2:9][CH2:8]1.O.[OH-].[Na+]. (5) The reactants are: [Cl:1][C:2]1[C:3](=[O:14])O[C:5](=[O:13])[C:6]=1[C:7]1[CH:12]=[CH:11][CH:10]=[CH:9][CH:8]=1.[NH2:15][CH2:16][C:17]1[CH:22]=[CH:21][CH:20]=[CH:19][N:18]=1. Given the product [Cl:1][C:2]1[C:3](=[O:14])[N:15]([CH2:16][C:17]2[CH:22]=[CH:21][CH:20]=[CH:19][N:18]=2)[C:5](=[O:13])[C:6]=1[C:7]1[CH:8]=[CH:9][CH:10]=[CH:11][CH:12]=1, predict the reactants needed to synthesize it. (6) Given the product [CH3:38][O:37][N:36]=[C:33]([C:34]1[O:35][CH:12]=[N:11][CH:10]=1)[C:28]1[CH:29]=[CH:30][CH:31]=[CH:32][C:27]=1[CH2:26][O:25][C:24]1[CH:39]=[C:40]([CH3:43])[CH:41]=[CH:42][C:23]=1[CH3:22], predict the reactants needed to synthesize it. The reactants are: C1(C)C=CC(S([CH2:10][N+:11]#[C-:12])(=O)=O)=CC=1.C(=O)([O-])[O-].[K+].[K+].CO.[CH3:22][C:23]1[CH:42]=[CH:41][C:40]([CH3:43])=[CH:39][C:24]=1[O:25][CH2:26][C:27]1[CH:32]=[CH:31][CH:30]=[CH:29][C:28]=1[C:33](=[N:36][O:37][CH3:38])[CH:34]=[O:35].